Dataset: NCI-60 drug combinations with 297,098 pairs across 59 cell lines. Task: Regression. Given two drug SMILES strings and cell line genomic features, predict the synergy score measuring deviation from expected non-interaction effect. (1) Drug 1: CC1=C(C=C(C=C1)NC2=NC=CC(=N2)N(C)C3=CC4=NN(C(=C4C=C3)C)C)S(=O)(=O)N.Cl. Drug 2: CC1=CC2C(CCC3(C2CCC3(C(=O)C)OC(=O)C)C)C4(C1=CC(=O)CC4)C. Cell line: HOP-92. Synergy scores: CSS=-1.11, Synergy_ZIP=3.23, Synergy_Bliss=1.29, Synergy_Loewe=-8.34, Synergy_HSA=-7.20. (2) Drug 1: C(CC(=O)O)C(=O)CN.Cl. Drug 2: CCN(CC)CCCC(C)NC1=C2C=C(C=CC2=NC3=C1C=CC(=C3)Cl)OC. Cell line: IGROV1. Synergy scores: CSS=12.1, Synergy_ZIP=-0.562, Synergy_Bliss=6.28, Synergy_Loewe=2.78, Synergy_HSA=4.55. (3) Cell line: EKVX. Drug 1: C1CCC(CC1)NC(=O)N(CCCl)N=O. Synergy scores: CSS=16.3, Synergy_ZIP=-7.42, Synergy_Bliss=-7.32, Synergy_Loewe=-29.1, Synergy_HSA=-4.91. Drug 2: CCN(CC)CCCC(C)NC1=C2C=C(C=CC2=NC3=C1C=CC(=C3)Cl)OC.